Dataset: Full USPTO retrosynthesis dataset with 1.9M reactions from patents (1976-2016). Task: Predict the reactants needed to synthesize the given product. (1) The reactants are: [CH2:1]([C@H:8]1[N:13]([C:14]([C:16]2[CH:20]=[C:19]([CH3:21])[N:18]([C:22]3[CH:27]=[CH:26][CH:25]=[CH:24][CH:23]=3)[C:17]=2[C:28]2[CH:33]=[CH:32][CH:31]=[C:30]([O:34][CH2:35][C:36]3[CH:41]=[CH:40][CH:39]=[CH:38][CH:37]=3)[CH:29]=2)=[O:15])[CH2:12][CH2:11][N:10](C(OC(C)(C)C)=O)[CH2:9]1)[C:2]1[CH:7]=[CH:6][CH:5]=[CH:4][CH:3]=1.C(=O)(O)[O-].[Na+].[Cl:54]CCl. Given the product [ClH:54].[CH2:1]([C@@H:8]1[CH2:9][NH:10][CH2:11][CH2:12][N:13]1[C:14]([C:16]1[CH:20]=[C:19]([CH3:21])[N:18]([C:22]2[CH:27]=[CH:26][CH:25]=[CH:24][CH:23]=2)[C:17]=1[C:28]1[CH:33]=[CH:32][CH:31]=[C:30]([O:34][CH2:35][C:36]2[CH:41]=[CH:40][CH:39]=[CH:38][CH:37]=2)[CH:29]=1)=[O:15])[C:2]1[CH:3]=[CH:4][CH:5]=[CH:6][CH:7]=1, predict the reactants needed to synthesize it. (2) Given the product [NH2:1][CH2:2][CH2:3][N:4]1[C:12]([C:25]2[CH:30]=[C:29]([CH3:31])[CH:28]=[C:27]([CH3:32])[CH:26]=2)=[C:11]2[C:6]([N:7]([CH3:23])[C:8](=[O:22])[N:9]([CH3:21])[C:10]2=[O:20])=[CH:5]1, predict the reactants needed to synthesize it. The reactants are: [NH2:1][CH2:2][CH2:3][N:4]1[C:12](C2C=CC=C(Cl)C=2)=[C:11]2[C:6]([N:7]([CH3:23])[C:8](=[O:22])[N:9]([CH3:21])[C:10]2=[O:20])=[CH:5]1.Br[C:25]1[CH:30]=[C:29]([CH3:31])[CH:28]=[C:27]([CH3:32])[CH:26]=1. (3) Given the product [C:2]([C:4]1[CH:5]=[C:6](/[CH:15]=[CH:16]/[C:17]([NH:19][CH:20]2[C:28]3[C:23](=[CH:24][CH:25]=[CH:26][CH:27]=3)[CH2:22][CH2:21]2)=[O:18])[CH:7]=[CH:8][C:9]=1[N:10]1[CH:14]=[CH:13][N:12]=[CH:11]1)(=[O:1])[CH3:3], predict the reactants needed to synthesize it. The reactants are: [OH:1][CH:2]([C:4]1[CH:5]=[C:6](/[CH:15]=[CH:16]/[C:17]([NH:19][CH:20]2[C:28]3[C:23](=[CH:24][CH:25]=[CH:26][CH:27]=3)[CH2:22][CH2:21]2)=[O:18])[CH:7]=[CH:8][C:9]=1[N:10]1[CH:14]=[CH:13][N:12]=[CH:11]1)[CH3:3]. (4) Given the product [O:1]=[CH:2][CH:3]([NH:5][C:6](=[O:14])[C:7]1[CH:12]=[CH:11][CH:10]=[CH:9][C:8]=1[I:13])[CH3:4], predict the reactants needed to synthesize it. The reactants are: [OH:1][CH2:2][CH:3]([NH:5][C:6](=[O:14])[C:7]1[CH:12]=[CH:11][CH:10]=[CH:9][C:8]=1[I:13])[CH3:4].C(N(CC)CC)C.CCOC(C)=O.C([O-])(O)=O.[Na+]. (5) Given the product [CH2:18]([O:17][C:15](=[O:16])[CH2:14][CH2:13][C:5]1[CH:6]=[CH:7][C:8]([NH2:10])=[CH:9][C:4]=1[NH2:1])[CH3:19], predict the reactants needed to synthesize it. The reactants are: [N+:1]([C:4]1[CH:9]=[C:8]([N+:10]([O-])=O)[CH:7]=[CH:6][C:5]=1/[CH:13]=[CH:14]/[C:15]([O:17][CH2:18][CH3:19])=[O:16])([O-])=O. (6) Given the product [CH:4]1[C:3]2[C:8](=[N:9][C:10]3[C:15]([C:2]=2[NH:16][C:17]2[CH:18]=[C:19]([OH:25])[CH:20]=[C:21]([CH2:23][OH:24])[CH:22]=2)=[CH:14][CH:13]=[CH:12][CH:11]=3)[CH:7]=[CH:6][CH:5]=1, predict the reactants needed to synthesize it. The reactants are: Cl[C:2]1[C:3]2[C:8]([N:9]=[C:10]3[C:15]=1[CH:14]=[CH:13][CH:12]=[CH:11]3)=[CH:7][CH:6]=[CH:5][CH:4]=2.[NH2:16][C:17]1[CH:18]=[C:19]([OH:25])[CH:20]=[C:21]([CH2:23][OH:24])[CH:22]=1.CN1CCOCC1. (7) Given the product [Cl:1][C:2]1[N:3]=[C:4]([N:13]2[CH2:18][CH2:17][O:16][CH2:15][CH2:14]2)[C:5]2[O:9][CH2:10][CH2:11][O:12][C:6]=2[N:7]=1, predict the reactants needed to synthesize it. The reactants are: [Cl:1][C:2]1[N:7]=[C:6](Cl)[C:5]([O:9][CH2:10][CH2:11][OH:12])=[C:4]([N:13]2[CH2:18][CH2:17][O:16][CH2:15][CH2:14]2)[N:3]=1.[H-].[Na+]. (8) Given the product [C:21]([O:25][C:26]([N:28]1[CH2:33][CH2:32][C:31]([C:2]2[CH:7]=[CH:6][C:5]([C@@H:8]3[C@@H:10]([C:11]4[CH:16]=[CH:15][CH:14]=[CH:13][CH:12]=4)[C@H:9]3[C:17]([O:19][CH3:20])=[O:18])=[CH:4][CH:3]=2)=[CH:30][CH2:29]1)=[O:27])([CH3:24])([CH3:22])[CH3:23], predict the reactants needed to synthesize it. The reactants are: Br[C:2]1[CH:7]=[CH:6][C:5]([C@@H:8]2[C@@H:10]([C:11]3[CH:16]=[CH:15][CH:14]=[CH:13][CH:12]=3)[C@H:9]2[C:17]([O:19][CH3:20])=[O:18])=[CH:4][CH:3]=1.[C:21]([O:25][C:26]([N:28]1[CH2:33][CH:32]=[C:31](B(O)O)[CH2:30][CH2:29]1)=[O:27])([CH3:24])([CH3:23])[CH3:22]. (9) Given the product [F:16][C:13]([F:14])([F:15])[C:12]1[C:3]2[CH:4]=[CH:5][C:6]([OH:11])=[C:7]([CH2:8][CH2:9][CH3:10])[C:2]=2[O:18][N:17]=1, predict the reactants needed to synthesize it. The reactants are: O[C:2]1[C:7]([CH2:8][CH2:9][CH3:10])=[C:6]([OH:11])[CH:5]=[CH:4][C:3]=1[C:12](=[N:17][OH:18])[C:13]([F:16])([F:15])[F:14].C1C=CC(P(C2C=CC=CC=2)C2C=CC=CC=2)=CC=1.CCOC(/N=N/C(OCC)=O)=O.O.